From a dataset of Retrosynthesis with 50K atom-mapped reactions and 10 reaction types from USPTO. Predict the reactants needed to synthesize the given product. (1) Given the product CC(C)(C)[Si](C)(C)OCCOc1ccc(C=O)nc1-c1ccccc1, predict the reactants needed to synthesize it. The reactants are: CC(C)(C)[Si](C)(C)OCCBr.O=Cc1ccc(O)c(-c2ccccc2)n1. (2) Given the product CN(C)CCNC(=S)NCCNCc1nccs1, predict the reactants needed to synthesize it. The reactants are: CN(C)CCN=C=S.NCCNCc1nccs1. (3) Given the product COC(=O)[C@H](Nc1ccc(F)cc1)c1ccccc1, predict the reactants needed to synthesize it. The reactants are: COC(=O)[C@@H](OS(C)(=O)=O)c1ccccc1.Nc1ccc(F)cc1. (4) Given the product CC(C)(C)C(=O)O[C@@H]1CNCC=C1c1ccc(F)cc1, predict the reactants needed to synthesize it. The reactants are: CC(C)(C)OC(=O)N1CC=C(c2ccc(F)cc2)[C@H](OC(=O)C(C)(C)C)C1. (5) The reactants are: Cc1ccc(N)cc1C(F)(F)F.O=C(O)c1cc(Cl)ccc1O. Given the product Cc1ccc(NC(=O)c2cc(Cl)ccc2O)cc1C(F)(F)F, predict the reactants needed to synthesize it. (6) The reactants are: O=Cc1ccc(F)cc1Br.[Mg+]CCC1OCCCO1. Given the product OC(CCC1OCCCO1)c1ccc(F)cc1Br, predict the reactants needed to synthesize it. (7) Given the product Cc1cccc(-c2sc(C)nc2C(=O)N2C[C@H]3C[C@H]3[C@H]2CNC(=O)c2cc3ccccc3n2C)c1, predict the reactants needed to synthesize it. The reactants are: Cc1cccc(-c2sc(C)nc2C(=O)N2C[C@H]3C[C@H]3[C@H]2CN)c1.Cn1c(C(=O)O)cc2ccccc21. (8) Given the product O=Cc1cc2cc([N+](=O)[O-])ccc2o1, predict the reactants needed to synthesize it. The reactants are: O=[N+]([O-])c1ccc2oc(CO)cc2c1. (9) Given the product CCCNc1nncc(Cl)c1N, predict the reactants needed to synthesize it. The reactants are: CCCN.Nc1c(Cl)cnnc1Cl.